Dataset: Experimentally validated miRNA-target interactions with 360,000+ pairs, plus equal number of negative samples. Task: Binary Classification. Given a miRNA mature sequence and a target amino acid sequence, predict their likelihood of interaction. (1) The miRNA is hsa-miR-5685 with sequence ACAGCCCAGCAGUUAUCACGGG. The protein sequence of the target gene is MGPPGPALPATMNNSSSETRGHPHSASSPSERVFPMPLPRKAPLNIPGTPVLEDFPQNDDEKERLQRRRSRVFDLQFSTDSPRLLASPSSRSIDISATIPKFTNTQITEHYSTCIKLSTENKITTKNAFGLHLIDFMSEILKQKDTEPTNFKVAAGTLDASTKIYAVRVDAVHADVYRVLGGLGKDAPSLEEVEGHVADGSATEMGTTKKAVKPKKKHLHRTIEQNINNLNVSEADRKCEIDPMFQKTAASFDECSTAGVFLSTLHCQDYRSELLFPSDVQTLSTGEPLELPELGCVEMT.... Result: 1 (interaction). (2) The miRNA is hsa-miR-5047 with sequence UUGCAGCUGCGGUUGUAAGGU. The protein sequence of the target gene is MGDKKSPTRPKRQPKPSSDEGYWDCSVCTFRNSAEAFKCMMCDVRKGTSTRKPRPVSQLVAQQVTQQFVPPTQSKKEKKDKVEKEKSEKETTSKKNSHKKTRPRLKNVDRSSAQHLEVTVGDLTVIITDFKEKTKSPPASSAASADQHSQSGSSSDNTERGMSRSSSPRGEASSLNGESH. Result: 1 (interaction). (3) The miRNA is rno-miR-181c-5p with sequence AACAUUCAACCUGUCGGUGAGU. The protein sequence of the target gene is MESKALLLLALSVCLQSLTVSRGGLVAADRITGGKDFRDIESKFALRTPEDTAEDTCHLIPGVTESVANCHFNHSSKTFVVIHGWTVTGMYESWVPKLVAALYKREPDSNVIVVDWLSRAQQHYPVSAGYTKLVGQDVAKFMNWMADEFNYPLGNVHLLGYSLGAHAAGIAGSLTNKKVNRITGLDPAGPNFEYAEAPSRLSPDDADFVDVLHTFTRGSPGRSIGIQKPVGHVDIYPNGGTFQPGCNIGEALRVIAERGLGDVDQLVKCSHERSVHLFIDSLLNEENPSKAYRCNSKEAF.... Result: 0 (no interaction).